From a dataset of Reaction yield outcomes from USPTO patents with 853,638 reactions. Predict the reaction yield, written as a fraction of the theoretical maximum amount of product (1.0 means a 100% yield; for example, 0.34 means a 34% yield). (1) The reactants are [C:1]([C:3]1[CH:8]=[CH:7][C:6]([C:9]2([O:12][CH:13]([CH3:15])[CH3:14])[CH2:11][CH2:10]2)=[CH:5][C:4]=1CC)#[CH:2].[CH3:18][O:19][C:20](=[O:29])[CH2:21][C:22]1[CH:27]=[CH:26][C:25](I)=[CH:24][CH:23]=1.[CH2:30](N(CC)CC)[CH3:31]. The catalyst is [Cu]I.Cl[Pd](Cl)([P](C1C=CC=CC=1)(C1C=CC=CC=1)C1C=CC=CC=1)[P](C1C=CC=CC=1)(C1C=CC=CC=1)C1C=CC=CC=1. The product is [CH:13]([O:12][C:9]1([C:6]2[CH:5]=[CH:4][C:3]([C:1]#[C:2][C:25]3[CH:26]=[CH:27][C:22]([CH2:21][C:20]([O:19][CH3:18])=[O:29])=[CH:23][CH:24]=3)=[CH:8][C:7]=2[CH2:30][CH3:31])[CH2:10][CH2:11]1)([CH3:14])[CH3:15]. The yield is 0.700. (2) The reactants are [C:1]1(=[O:14])[C:11]2=[C:12]3[C:7](=[CH:8][CH:9]=[CH:10]2)[CH:6]=[CH:5][CH:4]=[C:3]3[C:2]1=O.[C:15](#[N:19])[CH2:16][C:17]#[N:18]. The catalyst is C(#N)C. The product is [C:17]([C:16]([C:15]#[N:19])=[C:2]1[C:3]2=[C:12]3[C:7](=[CH:6][CH:5]=[CH:4]2)[CH:8]=[CH:9][CH:10]=[C:11]3[C:1]1=[O:14])#[N:18]. The yield is 0.950. (3) The reactants are [C:1]([O:5][C:6]([N:8]1[CH2:12][CH2:11][C:10](=[O:13])[CH2:9]1)=[O:7])([CH3:4])([CH3:3])[CH3:2].[C:14]1([Mg]Br)[CH:19]=[CH:18][CH:17]=[CH:16][CH:15]=1. The catalyst is C1COCC1. The product is [C:1]([O:5][C:6]([N:8]1[CH2:12][CH2:11][C:10]([OH:13])([C:14]2[CH:19]=[CH:18][CH:17]=[CH:16][CH:15]=2)[CH2:9]1)=[O:7])([CH3:4])([CH3:2])[CH3:3]. The yield is 0.370.